Dataset: Reaction yield outcomes from USPTO patents with 853,638 reactions. Task: Predict the reaction yield, written as a fraction of the theoretical maximum amount of product (1.0 means a 100% yield; for example, 0.34 means a 34% yield). (1) The reactants are [OH-].[Na+].C[O:4][C:5]([C:7]1([NH:13][C:14]([C:16]2[CH:21]=[CH:20][C:19]([CH2:22][N:23]3[CH2:28][CH2:27][O:26][CH2:25][CH2:24]3)=[CH:18][CH:17]=2)=O)[CH2:12][CH2:11][CH2:10][CH2:9][CH2:8]1)=[O:6].Cl.C(N(CC)CC)C.Cl.C(N=C=NCCCN(C)C)C. The catalyst is O1CCCC1.C(Cl)Cl. The product is [N:23]1([CH2:22][C:19]2[CH:18]=[CH:17][C:16]([C:14]3[O:4][C:5](=[O:6])[C:7]4([CH2:8][CH2:9][CH2:10][CH2:11][CH2:12]4)[N:13]=3)=[CH:21][CH:20]=2)[CH2:28][CH2:27][O:26][CH2:25][CH2:24]1. The yield is 0.600. (2) The catalyst is O1CCCC1. The product is [O:8]=[C:6]1[CH2:5][CH2:4][CH2:3][CH:2]1[C:1]([O:13][CH2:14][CH:15]=[CH2:16])=[O:12]. The reactants are [C:1]([O:13][CH2:14][CH:15]=[CH2:16])(=[O:12])[CH2:2][CH2:3][CH2:4][CH2:5][C:6]([O:8]CC=C)=O.C[Si]([N-][Si](C)(C)C)(C)C.[Li+].C(O)(=O)C. The yield is 0.780. (3) The reactants are [C:1]([O:5][C:6]([CH:8]1[CH2:13][CH:12]2[CH2:14][CH:9]1[C:10](=[O:15])[O:11]2)=[O:7])([CH3:4])([CH3:3])[CH3:2].[OH-].[Li+].Cl.Cl.[CH2:20]([O:22][C:23]([C@@:25]1([NH2:30])[CH2:27][C@H:26]1[CH:28]=[CH2:29])=[O:24])[CH3:21].C(N(C(C)C)CC)(C)C.CN(C(ON1N=NC2C=CC=NC1=2)=[N+](C)C)C.F[P-](F)(F)(F)(F)F. The catalyst is O1CCOCC1.O. The product is [C:1]([O:5][C:6]([C@@H:8]1[CH2:13][C@@H:12]([OH:11])[CH2:14][C@H:9]1[C:10](=[O:15])[NH:30][C@:25]1([C:23]([O:22][CH2:20][CH3:21])=[O:24])[CH2:27][C@H:26]1[CH:28]=[CH2:29])=[O:7])([CH3:4])([CH3:3])[CH3:2]. The yield is 0.890. (4) The reactants are [C:1]1([S:7]([O:10][CH2:11][C:12]([N:14]2[CH2:18][C@@H:17]([F:19])[CH2:16][C@H:15]2[C:20]([NH2:22])=O)=[O:13])(=[O:9])=[O:8])[CH:6]=[CH:5][CH:4]=[CH:3][CH:2]=1.C(N(CC)CC)C.FC(F)(F)C(OC(=O)C(F)(F)F)=O. The catalyst is C(#N)C. The product is [C:1]1([S:7]([O:10][CH2:11][C:12]([N:14]2[CH2:18][C@@H:17]([F:19])[CH2:16][C@H:15]2[C:20]#[N:22])=[O:13])(=[O:9])=[O:8])[CH:2]=[CH:3][CH:4]=[CH:5][CH:6]=1. The yield is 0.700.